From a dataset of Experimentally validated miRNA-target interactions with 360,000+ pairs, plus equal number of negative samples. Binary Classification. Given a miRNA mature sequence and a target amino acid sequence, predict their likelihood of interaction. (1) The miRNA is hsa-miR-548w with sequence AAAAGUAACUGCGGUUUUUGCCU. The protein sequence of the target gene is MPGCRISACGPGAQEGTAEQRSPPPPWDPMPSSQPPPPTPTLTPTPTPGQSPPLPDAAGASAGAAEDQELQRWRQGASGIAGLAGPGGGSGAAAGAGGRALELAEARRRLLEVEGRRRLVSELESRVLQLHRVFLAAELRLAHRAESLSRLSGGVAQAELYLAAHGSRLKKGPRRGRRGRPPALLASALGLGGCVPWGAGRLRRGHGPEPDSPFRRSPPRGPASPQR. Result: 0 (no interaction). (2) The miRNA is mmu-miR-297c-3p with sequence UAUACAUACACACAUACCCAUA. The protein sequence of the target gene is MDPSADTWDLFSPLISLWINRFYIYLGFAVSISLWICVQIVIKTQGKNLQEKSVPKAAQDLMTNGYVSLQEKDIFVSGVKIFYGSQTGTAKGFATVLAEAVTSLDLPVAIINLKEYDPDDHLIEEVTSKNVCVFLVATYTDGLPTESAEWFCKWLEEASIDFRFGKTYLKGMRYAVFGLGNSAYASHFNKVGKNVDKWLWMLGAHRVMSRGEGDCDVVKSKHGSIEADFRAWKTKFISQLQALQKGERKKSCGGHCKKGKCESHQHGSEEREEGSHEQDELHHRDTEEEEPFESSSEEEF.... Result: 0 (no interaction). (3) The miRNA is hsa-miR-6780a-5p with sequence UUGGGAGGGAAGACAGCUGGAGA. The protein sequence of the target gene is MPEPTKSAPAPKKGSKKAVTKAQKKDGKKRKRSRKESYSVYVYKVLKQVHPDTGISSKAMGIMNSFVNDIFERIAGEASRLAHYNKRSTITSREIQTAVRLLLPGELAKHAVSEGTKAVTKYTSSK. Result: 1 (interaction). (4) The miRNA is hsa-miR-548f-5p with sequence UGCAAAAGUAAUCACAGUUUUU. The protein sequence of the target gene is MKENYCLQAALVCLGMLCHSHAFAPERRGHLRPSFHGHHEKGKEGQVLQRSKRGWVWNQFFVIEEYTGPDPVLVGRLHSDIDSGDGNIKYILSGEGAGTIFVIDDKSGNIHATKTLDREERAQYTLMAQAVDRDTNRPLEPPSEFIVKVQDINDNPPEFLHETYHANVPERSNVGTSVIQVTASDADDPTYGNSAKLVYSILEGQPYFSVEAQTGIIRTALPNMDREAKEEYHVVIQAKDMGGHMGGLSGTTKVTITLTDVNDNPPKFPQSVYQMSVSEAAVPGEEVGRVKAKDPDIGEN.... Result: 0 (no interaction). (5) The miRNA is hsa-miR-106a-3p with sequence CUGCAAUGUAAGCACUUCUUAC. The protein sequence of the target gene is MGNKQTIFTEEQLDNYQDCTFFNKKDILKLHSRFYELAPNLVPMDYRKSPIVHVPMSLIIQMPELRENPFKERIVAAFSEDGEGNLTFNDFVDMFSVLCESAPRELKANYAFKIYDFNTDNFICKEDLELTLARLTKSELDEEEVVLVCDKVIEEADLDGDGKLGFADFEDMIAKAPDFLSTFHIRI. Result: 0 (no interaction). (6) The miRNA is rno-miR-485-5p with sequence AGAGGCUGGCCGUGAUGAAUUC. The protein sequence of the target gene is MSRSRQPPLVTGISPNEGIPWTKVTIRGENLGTGPTDLIGLTICGHNCLLTAEWMSASKIVCRVGQAKNDKGDIIVTTKSGGKGTSTVSFKLLKPEKIGILDQSAVWVDEMNYYDMRTDRNKGIPPLSLRPANPLGIEIEKCKLPQKNLEVLFHGMSADFTSENFSAAWYLIENHSTTSFEQLKMAVTNLKRQANKKSEGSLAYVKGGLSTFFEAQDALSAIHQKLEADGTEKVEGSMTQKLENVLNRASNTADTLFQEVLGRKDKADSTRNALNVLQRFKFLFNLPLNIKRNIQKGDYD.... Result: 0 (no interaction). (7) The miRNA is mmu-miR-466i-3p with sequence AUACACACACACAUACACACUA. The protein sequence of the target gene is MSVAFASARPRGKGEVTQQTIQKMLDENHHLIQCILDYQSKGKTAECTQYQQILHRNLVYLATIADSNQNMQSLLPAPPTQNMNLGPGALSQSGSSQGLHPQGSLSDTVSTGLPPASLMQGQIGNGPNHVSMQQTAQSTLPTTSMSLSGSGHGTGPGYSHSGPTSQSVPMQGQGAISNYVSRTNINMQSNPVSMMHQQAATSHYNSAQGGSQHYQGQAPIAMMGQGGQGGSMMGQRPMAPYRPSQQGSSQQYLGQEEYYSEQYSHSQGSAEPMSQQYYPDGHGDYAYQQSSYTEQSYDRS.... Result: 1 (interaction). (8) The miRNA is hsa-miR-584-3p with sequence UCAGUUCCAGGCCAACCAGGCU. The protein sequence of the target gene is MVRCDRGLQMLLTTAGAFAAFSLMAIAIGTDYWLYSSAHICNGTNLTMDDGPPPRRARGDLTHSGLWRVCCIEGIYKGHCFRINHFPEDNDYDHDSSEYLLRIVRASSVFPILSTILLLLGGLCIGAGRIYSRKNNIVLSAGILFVAAGLSNIIGIIVYISSNTGDPSDKRDEDKKNHYNYGWSFYFGALSFIVAETVGVLAVNIYIEKNKELRFKTKREFLKASSSSPYARMPSYRYRRRRSRSSSRSTEASPSRDVSPMGLKITGAIPMGELSMYTLSREPLKVTTAASYSPDQEASF.... Result: 0 (no interaction). (9) The miRNA is hsa-miR-4309 with sequence CUGGAGUCUAGGAUUCCA. The protein sequence of the target gene is MSEFRIHHDVNELLSLLRVHGGDGAEVYIDLLQKNRTPYVTTTVSAHSAKVKIAEFSRTPEDFLKKYDELKSKNTRNLDPLVYLLSKLTEDKETLQYLQQNAKERAELAAAAVGSSTTSINVPAAASKISMQELEELRKQLGSVATGSTLQQSLELKRKMLRDKQNKKNSGQHLPIFPAWVYERPALIGDFLIGAGISTDTALPIGTLPLASQESAVVEDLLYVLVGVDGRYVSAQPLAGRQSRTFLVDPNLDLSIRELVHRILPVAASYSAVTRFIEEKSSFEYGQVNHALAAAMRTLV.... Result: 0 (no interaction).